This data is from Forward reaction prediction with 1.9M reactions from USPTO patents (1976-2016). The task is: Predict the product of the given reaction. (1) Given the reactants [CH3:1][N:2]([CH3:15])[CH:3]1[CH2:11][C:10]2[C:5](=[CH:6][CH:7]=[C:8]([N+:12]([O-])=O)[CH:9]=2)[CH2:4]1.[H][H], predict the reaction product. The product is: [NH2:12][C:8]1[CH:9]=[C:10]2[C:5](=[CH:6][CH:7]=1)[CH2:4][CH:3]([N:2]([CH3:15])[CH3:1])[CH2:11]2. (2) Given the reactants [CH2:1]([C@@:4]1([C:17]2[CH:22]=[CH:21][C:20]([F:23])=[CH:19][CH:18]=2)[O:9][C:8](=[O:10])[N:7]([C@H:11]([C:13]([CH3:16])([CH3:15])[CH3:14])[CH3:12])[CH2:6][CH2:5]1)[CH:2]=[CH2:3].B.C1C[O:28]CC1.[OH-].[Na+].OO.Cl, predict the reaction product. The product is: [CH3:14][C:13]([CH3:15])([CH3:16])[CH:11]([N:7]1[CH2:6][CH2:5][C@:4]([C:17]2[CH:18]=[CH:19][C:20]([F:23])=[CH:21][CH:22]=2)([CH2:1][CH2:2][CH2:3][OH:28])[O:9][C:8]1=[O:10])[CH3:12]. (3) Given the reactants COC1C=CC(C(Cl)=O)=CC=1.[Cl:12][C:13]1[CH:19]=[C:18]([O:20][C:21]2[C:30]3[C:25](=[CH:26][C:27]([O:33][CH3:34])=[C:28]([O:31][CH3:32])[CH:29]=3)[N:24]=[CH:23][CH:22]=2)[CH:17]=[CH:16][C:14]=1[NH2:15].[CH3:35][O:36][C:37]1[CH:42]=[CH:41][C:40]([C:43]([N:45]=[C:46]=[S:47])=[O:44])=[CH:39][CH:38]=1, predict the reaction product. The product is: [CH3:35][O:36][C:37]1[CH:38]=[CH:39][C:40]([C:43]([N:45]=[C:46]=[S:47])=[O:44])=[CH:41][CH:42]=1.[Cl:12][C:13]1[CH:19]=[C:18]([O:20][C:21]2[C:30]3[C:25](=[CH:26][C:27]([O:33][CH3:34])=[C:28]([O:31][CH3:32])[CH:29]=3)[N:24]=[CH:23][CH:22]=2)[CH:17]=[CH:16][C:14]=1[NH:15][C:46]([NH:45][C:43](=[O:44])[C:40]1[CH:41]=[CH:42][C:37]([O:36][CH3:35])=[CH:38][CH:39]=1)=[S:47]. (4) Given the reactants C1O[C:4]2([C@@:9]3([CH3:24])[CH2:10][C:11]4[CH:12]=[N:13][N:14]([C:17]5[CH:22]=[CH:21][C:20]([F:23])=[CH:19][CH:18]=5)[C:15]=4[CH:16]=[C:8]3[CH2:7][CH2:6][CH2:5]2)[O:3]C1.Cl.C([O-])(O)=O.[Na+], predict the reaction product. The product is: [F:23][C:20]1[CH:21]=[CH:22][C:17]([N:14]2[C:15]3[CH:16]=[C:8]4[CH2:7][CH2:6][CH2:5][C:4](=[O:3])[C@@:9]4([CH3:24])[CH2:10][C:11]=3[CH:12]=[N:13]2)=[CH:18][CH:19]=1.